This data is from CYP2C19 inhibition data for predicting drug metabolism from PubChem BioAssay. The task is: Regression/Classification. Given a drug SMILES string, predict its absorption, distribution, metabolism, or excretion properties. Task type varies by dataset: regression for continuous measurements (e.g., permeability, clearance, half-life) or binary classification for categorical outcomes (e.g., BBB penetration, CYP inhibition). Dataset: cyp2c19_veith. The compound is O=C(O)[C@@H]1[C@@H]2CC[C@@H](O2)[C@H]1C(=O)O. The result is 0 (non-inhibitor).